Task: Predict which catalyst facilitates the given reaction.. Dataset: Catalyst prediction with 721,799 reactions and 888 catalyst types from USPTO (1) Reactant: [Cl:1][C:2]1[CH:3]=[C:4]([CH:13]=[C:14]([Cl:16])[CH:15]=1)[CH2:5][N:6]1[CH:10]=[CH:9][N:8]=[C:7]1[CH2:11][OH:12]. Product: [Cl:1][C:2]1[CH:3]=[C:4]([CH:13]=[C:14]([Cl:16])[CH:15]=1)[CH2:5][N:6]1[CH:10]=[CH:9][N:8]=[C:7]1[CH:11]=[O:12]. The catalyst class is: 177. (2) Reactant: [ClH:1].O1CCOCC1.OC(C(F)(F)F)=O.[C:15]1([NH:21][C:22]2[O:23][CH:24]=[C:25]([C:27]([N:29]3[CH2:34][CH2:33][N:32](C(OC(C)(C)C)=O)[CH2:31][CH:30]3[CH2:42][O:43][C:44]3[CH:45]=[N:46][CH:47]=[CH:48][CH:49]=3)=[O:28])[N:26]=2)[CH:20]=[CH:19][CH:18]=[CH:17][CH:16]=1. Product: [ClH:1].[ClH:1].[C:15]1([NH:21][C:22]2[O:23][CH:24]=[C:25]([C:27]([N:29]3[CH2:34][CH2:33][NH:32][CH2:31][CH:30]3[CH2:42][O:43][C:44]3[CH:45]=[N:46][CH:47]=[CH:48][CH:49]=3)=[O:28])[N:26]=2)[CH:16]=[CH:17][CH:18]=[CH:19][CH:20]=1. The catalyst class is: 5. (3) Reactant: [CH2:1]([O:4][C:5]1[CH:6]=[C:7]([CH:19]=[CH:20][C:21]=1[O:22]CC1C=CC=CC=1)[CH2:8][NH:9][C:10]1[C:15]([Cl:16])=[C:14]([CH3:17])[N:13]=[C:12]([CH3:18])[N:11]=1)[CH:2]=[CH2:3].Cl.C(O)C.[OH-].[Na+]. Product: [CH2:1]([O:4][C:5]1[CH:6]=[C:7]([CH2:8][NH:9][C:10]2[C:15]([Cl:16])=[C:14]([CH3:17])[N:13]=[C:12]([CH3:18])[N:11]=2)[CH:19]=[CH:20][C:21]=1[OH:22])[CH:2]=[CH2:3]. The catalyst class is: 6. (4) Reactant: C[Si](C)(C)[N-][Si](C)(C)C.[Li+].O1CCC[CH2:12]1.CI.[Br:18][C:19]1[C:27]2[C:22](=[CH:23][C:24]([N+:28]([O-:30])=[O:29])=[CH:25][CH:26]=2)[NH:21][CH:20]=1. Product: [Br:18][C:19]1[C:27]2[C:22](=[CH:23][C:24]([N+:28]([O-:30])=[O:29])=[CH:25][CH:26]=2)[N:21]([CH3:12])[CH:20]=1. The catalyst class is: 9. (5) Reactant: [Br:1][C:2]1[CH:7]=[CH:6][C:5]([CH:8]([CH2:12][CH3:13])[C:9](O)=[O:10])=[CH:4][CH:3]=1.CCOC(C)=O. Product: [Br:1][C:2]1[CH:3]=[CH:4][C:5]([CH:8]([CH2:12][CH3:13])[CH2:9][OH:10])=[CH:6][CH:7]=1. The catalyst class is: 1. (6) Reactant: Br[C:2]1[CH:3]=[CH:4][C:5]2[N:6]([CH:8]=[C:9]([C:11]3[CH:16]=[CH:15][C:14]([Cl:17])=[CH:13][CH:12]=3)[N:10]=2)[CH:7]=1.[F:18][C:19]1[C:24]([CH:25]=[O:26])=[CH:23][CH:22]=[CH:21][C:20]=1B(O)O. Product: [Cl:17][C:14]1[CH:15]=[CH:16][C:11]([C:9]2[N:10]=[C:5]3[CH:4]=[CH:3][C:2]([C:20]4[C:19]([F:18])=[C:24]([CH:23]=[CH:22][CH:21]=4)[CH:25]=[O:26])=[CH:7][N:6]3[CH:8]=2)=[CH:12][CH:13]=1. The catalyst class is: 73. (7) Reactant: [Cl:1][C:2]1[C:7]([S:8]([N:11]2[C:15]([C:16]3[C:17]([F:22])=[N:18][CH:19]=[CH:20][CH:21]=3)=[C:14]([F:23])[C:13]([CH2:24][N:25](C)[C:26](=O)OC(C)(C)C)=[CH:12]2)(=[O:10])=[O:9])=[CH:6][CH:5]=[CH:4][N:3]=1.C(OCC)(=O)C.Cl. Product: [ClH:1].[Cl:1][C:2]1[C:7]([S:8]([N:11]2[C:15]([C:16]3[C:17]([F:22])=[N:18][CH:19]=[CH:20][CH:21]=3)=[C:14]([F:23])[C:13]([CH2:24][NH:25][CH3:26])=[CH:12]2)(=[O:9])=[O:10])=[CH:6][CH:5]=[CH:4][N:3]=1. The catalyst class is: 336.